This data is from NCI-60 drug combinations with 297,098 pairs across 59 cell lines. The task is: Regression. Given two drug SMILES strings and cell line genomic features, predict the synergy score measuring deviation from expected non-interaction effect. (1) Drug 1: C1CCC(CC1)NC(=O)N(CCCl)N=O. Drug 2: C1C(C(OC1N2C=C(C(=O)NC2=O)F)CO)O. Cell line: SF-539. Synergy scores: CSS=41.6, Synergy_ZIP=-9.58, Synergy_Bliss=-12.5, Synergy_Loewe=-23.4, Synergy_HSA=-7.64. (2) Drug 1: CC12CCC3C(C1CCC2OP(=O)(O)O)CCC4=C3C=CC(=C4)OC(=O)N(CCCl)CCCl.[Na+]. Drug 2: N.N.Cl[Pt+2]Cl. Cell line: HOP-92. Synergy scores: CSS=53.5, Synergy_ZIP=-0.0239, Synergy_Bliss=-0.682, Synergy_Loewe=-36.3, Synergy_HSA=-2.10. (3) Drug 1: COC1=C(C=C2C(=C1)N=CN=C2NC3=CC(=C(C=C3)F)Cl)OCCCN4CCOCC4. Drug 2: CCCCC(=O)OCC(=O)C1(CC(C2=C(C1)C(=C3C(=C2O)C(=O)C4=C(C3=O)C=CC=C4OC)O)OC5CC(C(C(O5)C)O)NC(=O)C(F)(F)F)O. Cell line: M14. Synergy scores: CSS=6.63, Synergy_ZIP=-3.39, Synergy_Bliss=-1.54, Synergy_Loewe=0.903, Synergy_HSA=0.179. (4) Drug 1: C1CC(=O)NC(=O)C1N2CC3=C(C2=O)C=CC=C3N. Drug 2: CN(C(=O)NC(C=O)C(C(C(CO)O)O)O)N=O. Cell line: M14. Synergy scores: CSS=-1.11, Synergy_ZIP=-1.48, Synergy_Bliss=-4.42, Synergy_Loewe=-1.59, Synergy_HSA=-2.99.